Dataset: Forward reaction prediction with 1.9M reactions from USPTO patents (1976-2016). Task: Predict the product of the given reaction. (1) Given the reactants [O:1]1[CH2:6][CH2:5][N:4]([CH2:7][C:8]2[O:12][N:11]=[C:10]([C:13]([O:15]CC)=[O:14])[CH:9]=2)[CH2:3][CH2:2]1.[OH-].[Na+], predict the reaction product. The product is: [O:1]1[CH2:6][CH2:5][N:4]([CH2:7][C:8]2[O:12][N:11]=[C:10]([C:13]([OH:15])=[O:14])[CH:9]=2)[CH2:3][CH2:2]1. (2) Given the reactants [Cl:1][C:2]1[N:7]=[CH:6][C:5]([C:8](Cl)=[O:9])=[CH:4][CH:3]=1.[NH2:11][C:12]1[CH:13]=[C:14]([CH:27]=[CH:28][C:29]=1[CH3:30])[C:15]([NH:17][C:18]1[CH:23]=[CH:22][CH:21]=[C:20]([N:24]([CH3:26])[CH3:25])[CH:19]=1)=[O:16], predict the reaction product. The product is: [Cl:1][C:2]1[N:7]=[CH:6][C:5]([C:8]([NH:11][C:12]2[CH:13]=[C:14]([CH:27]=[CH:28][C:29]=2[CH3:30])[C:15]([NH:17][C:18]2[CH:23]=[CH:22][CH:21]=[C:20]([N:24]([CH3:26])[CH3:25])[CH:19]=2)=[O:16])=[O:9])=[CH:4][CH:3]=1.